Dataset: Catalyst prediction with 721,799 reactions and 888 catalyst types from USPTO. Task: Predict which catalyst facilitates the given reaction. Reactant: [CH2:1]([O:8][C:9]1[CH:14]=[CH:13][C:12]([OH:15])=[CH:11][CH:10]=1)[C:2]1[CH:7]=[CH:6][CH:5]=[CH:4][CH:3]=1.Cl[CH2:17][C@H:18]1[CH2:20][O:19]1.[F-].[Cs+]. Product: [CH2:1]([O:8][C:9]1[CH:10]=[CH:11][C:12]([O:15][CH2:17][C@@H:18]2[CH2:20][O:19]2)=[CH:13][CH:14]=1)[C:2]1[CH:3]=[CH:4][CH:5]=[CH:6][CH:7]=1. The catalyst class is: 3.